This data is from Forward reaction prediction with 1.9M reactions from USPTO patents (1976-2016). The task is: Predict the product of the given reaction. (1) Given the reactants Br[C:2]1[CH:7]=[CH:6][C:5]([C@@H:8]([C:21]2[CH:26]=[CH:25][CH:24]=[CH:23][CH:22]=2)[O:9][C@@H:10]([CH2:17][CH:18]([CH3:20])[CH3:19])[C:11]([NH:13][CH2:14][C:15]#[N:16])=[O:12])=[CH:4][CH:3]=1.[C:27]1([C:36]2[CH:41]=[CH:40][CH:39]=[CH:38][CH:37]=2)[CH:32]=[CH:31][C:30](B(O)O)=[CH:29][CH:28]=1.C[CH2:43][O:44]C(C)=O.CCCCCC, predict the reaction product. The product is: [C:27]1([C:36]2[CH:41]=[CH:40][CH:39]=[CH:38][CH:37]=2)[CH:32]=[CH:31][C:30]([C:43]([C:2]2[CH:7]=[CH:6][C:5]([C@@H:8]([C:21]3[CH:26]=[CH:25][CH:24]=[CH:23][CH:22]=3)[O:9][C@@H:10]([CH2:17][CH:18]([CH3:20])[CH3:19])[C:11]([NH:13][CH2:14][C:15]#[N:16])=[O:12])=[CH:4][CH:3]=2)=[O:44])=[CH:29][CH:28]=1. (2) Given the reactants [NH2:1][C:2]1[CH:9]=[CH:8][C:5]([C:6]#[N:7])=[C:4]([C:10]([F:13])([F:12])[F:11])[CH:3]=1.[C:14]1(=O)[CH2:19][CH2:18][CH2:17][C:16](=[O:20])[CH2:15]1.N1C=CC=CC=1.C1(C)C=CC(S(O)(=O)=O)=CC=1, predict the reaction product. The product is: [O:20]=[C:16]1[CH2:17][CH2:18][CH2:19][C:14]([NH:1][C:2]2[CH:9]=[CH:8][C:5]([C:6]#[N:7])=[C:4]([C:10]([F:11])([F:12])[F:13])[CH:3]=2)=[CH:15]1.